Dataset: Catalyst prediction with 721,799 reactions and 888 catalyst types from USPTO. Task: Predict which catalyst facilitates the given reaction. (1) Reactant: [NH2:1][C@@H:2]1[C:8](=[O:9])[NH:7][C:6]2[CH:10]=[CH:11][CH:12]=[CH:13][C:5]=2[C:4]2[CH:14]=[CH:15][CH:16]=[CH:17][C:3]1=2.[OH:18][C:19]([CH3:34])([C:23]([NH:25][CH2:26][C:27]([F:33])([F:32])[C:28]([F:31])([F:30])[F:29])=[O:24])[C:20](O)=[O:21].O.ON1C2C=CC=CC=2N=N1.C(N(C(C)C)CC)(C)C.Cl.CN(C)CCCN=C=NCC.Cl. Product: [OH:18][C:19]([CH3:34])([C:23]([NH:25][CH2:26][C:27]([F:32])([F:33])[C:28]([F:29])([F:30])[F:31])=[O:24])[C:20]([NH:1][C@@H:2]1[C:8](=[O:9])[NH:7][C:6]2[CH:10]=[CH:11][CH:12]=[CH:13][C:5]=2[C:4]2[CH:14]=[CH:15][CH:16]=[CH:17][C:3]1=2)=[O:21]. The catalyst class is: 7. (2) Reactant: [OH:1][C:2]1[CH:15]=[CH:14][C:5]2[C@H:6]([CH2:9][C:10]([O:12][CH3:13])=[O:11])[CH2:7][O:8][C:4]=2[CH:3]=1.[Cl:16][C:17]1[C:18]([CH3:41])=[C:19]([C:33]2[CH:38]=[CH:37][CH:36]=[C:35]([CH2:39]O)[CH:34]=2)[C:20]([CH3:32])=[C:21]([Cl:31])[C:22]=1[O:23][CH2:24][CH2:25][CH2:26][S:27]([CH3:30])(=[O:29])=[O:28].C(P(CCCC)CCCC)CCC.N(C(N1CCCCC1)=O)=NC(N1CCCCC1)=O. Product: [CH3:13][O:12][C:10](=[O:11])[CH2:9][C@H:6]1[C:5]2[CH:14]=[CH:15][C:2]([O:1][CH2:39][C:35]3[CH:34]=[C:33]([C:19]4[C:20]([CH3:32])=[C:21]([Cl:31])[C:22]([O:23][CH2:24][CH2:25][CH2:26][S:27]([CH3:30])(=[O:29])=[O:28])=[C:17]([Cl:16])[C:18]=4[CH3:41])[CH:38]=[CH:37][CH:36]=3)=[CH:3][C:4]=2[O:8][CH2:7]1. The catalyst class is: 345. (3) Reactant: [Cl:1][C:2]1[CH:3]=[CH:4][C:5]([N+:10]([O-:12])=[O:11])=[C:6]([CH:9]=1)[CH2:7]O.C(N(CC)CC)C.S(Cl)([Cl:22])=O. Product: [Cl:1][C:2]1[CH:3]=[CH:4][C:5]([N+:10]([O-:12])=[O:11])=[C:6]([CH2:7][Cl:22])[CH:9]=1. The catalyst class is: 4. (4) Reactant: N#N.Cl.Cl.[F:5][C:6]1[CH:25]=[CH:24][C:9]2[NH:10][C:11]([C@H:13]([NH2:23])[CH2:14][C:15]3[CH:20]=[CH:19][C:18]([O:21][CH3:22])=[CH:17][CH:16]=3)=[N:12][C:8]=2[CH:7]=1.[OH-].[Na+]. Product: [F:5][C:6]1[CH:25]=[CH:24][C:9]2[NH:10][C:11]([C@H:13]([NH2:23])[CH2:14][C:15]3[CH:16]=[CH:17][C:18]([O:21][CH3:22])=[CH:19][CH:20]=3)=[N:12][C:8]=2[CH:7]=1. The catalyst class is: 2.